Dataset: Forward reaction prediction with 1.9M reactions from USPTO patents (1976-2016). Task: Predict the product of the given reaction. (1) The product is: [NH2:1][C:2]1[N:7]=[CH:6][C:5]([C:8]2[C:9]3[CH:36]=[C:35]([Cl:37])[CH:34]=[CH:33][C:10]=3[N:11]([CH2:24][C:25]3[CH:30]=[CH:29][C:28]([O:31][CH3:32])=[CH:27][CH:26]=3)[C:12](=[O:23])[CH:13]([CH2:15][C:16]3[CH:21]=[CH:20][CH:19]=[CH:18][C:17]=3[Cl:22])[N:14]=2)=[CH:4][CH:3]=1.[NH2:1][C:2]1[N:7]=[CH:6][C:5]([C:8]2[C:9]3[CH:36]=[C:35]([Cl:37])[CH:34]=[CH:33][C:10]=3[NH:11][C:12](=[O:23])[CH:13]([CH2:15][C:16]3[CH:21]=[CH:20][CH:19]=[CH:18][C:17]=3[Cl:22])[N:14]=2)=[CH:4][CH:3]=1. Given the reactants [NH2:1][C:2]1[N:7]=[CH:6][C:5]([C:8]2[C:9]3[CH:36]=[C:35]([Cl:37])[CH:34]=[CH:33][C:10]=3[N:11]([CH2:24][C:25]3[CH:30]=[CH:29][C:28]([O:31][CH3:32])=[CH:27][CH:26]=3)[C:12](=[O:23])[CH:13]([CH2:15][C:16]3[CH:21]=[CH:20][CH:19]=[CH:18][C:17]=3[Cl:22])[N:14]=2)=[CH:4][CH:3]=1.[Cl-].[Al+3].[Cl-].[Cl-].C(OCC)(=O)C, predict the reaction product. (2) The product is: [Cl:28][C:22]1[CH:23]=[C:24]([Cl:27])[CH:25]=[CH:26][C:21]=1[C:16]1[CH:17]=[C:18]2[C:13](=[CH:14][CH:15]=1)[C:12](=[O:29])[C@H:11]1[C@@H:19]2[CH2:20][NH:8][CH2:9][CH2:10]1. Given the reactants C([N:8]1[CH2:20][C@H:19]2[C@H:11]([C:12](=[O:29])[C:13]3[C:18]2=[CH:17][C:16]([C:21]2[CH:26]=[CH:25][C:24]([Cl:27])=[CH:23][C:22]=2[Cl:28])=[CH:15][CH:14]=3)[CH2:10][CH2:9]1)C1C=CC=CC=1, predict the reaction product. (3) The product is: [F:6][C:7]([F:15])([F:16])[C:8]([OH:14])([C:2]1[S:1][CH:5]=[CH:4][CH:3]=1)[C:9]([O:11][CH2:12][CH3:13])=[O:10]. Given the reactants [S:1]1[CH:5]=[CH:4][CH:3]=[CH:2]1.[F:6][C:7]([F:16])([F:15])[C:8](=[O:14])[C:9]([O:11][CH2:12][CH3:13])=[O:10], predict the reaction product. (4) Given the reactants Cl[C:2]([O:4][CH2:5][Cl:6])=[O:3].Cl.[CH2:8]([O:15][C:16](=[O:20])[C@H:17]([CH3:19])[NH2:18])[C:9]1[CH:14]=[CH:13][CH:12]=[CH:11][CH:10]=1.CCN(CC)CC, predict the reaction product. The product is: [CH2:8]([O:15][C:16](=[O:20])[C@@H:17]([NH:18][C:2]([O:4][CH2:5][Cl:6])=[O:3])[CH3:19])[C:9]1[CH:14]=[CH:13][CH:12]=[CH:11][CH:10]=1. (5) Given the reactants [C:1]([O:5][C:6](=[O:30])[NH:7][CH:8]1[CH2:13][CH2:12][CH:11]([NH:14][C:15]([NH:17][C@@H:18]2[CH2:22][CH2:21][N:20](CC3C=CC=CC=3)[CH2:19]2)=[O:16])[CH2:10][CH2:9]1)([CH3:4])([CH3:3])[CH3:2], predict the reaction product. The product is: [C:1]([O:5][C:6](=[O:30])[NH:7][CH:8]1[CH2:9][CH2:10][CH:11]([NH:14][C:15]([NH:17][C@@H:18]2[CH2:22][CH2:21][NH:20][CH2:19]2)=[O:16])[CH2:12][CH2:13]1)([CH3:4])([CH3:2])[CH3:3]. (6) Given the reactants [NH2:1][C:2]1[CH:3]=[N:4][C:5]([C:8]2[CH:9]=[C:10]([CH:25]=[CH:26][CH:27]=2)[CH2:11][C:12]2[C:17](=[O:18])[CH:16]=[CH:15][N:14]([C:19]3[CH:20]=[N:21][N:22]([CH3:24])[CH:23]=3)[N:13]=2)=[N:6][CH:7]=1.CC1C=CC(S(O)(=O)=O)=CC=1, predict the reaction product. The product is: [CH3:24][N:22]1[CH:23]=[C:19]([N:14]2[CH:15]=[CH:16][C:17](=[O:18])[C:12]([CH2:11][C:10]3[CH:25]=[CH:26][CH:27]=[C:8]([C:5]4[N:6]=[CH:7][C:2]([N:1]5[CH:15]=[N:14][N:13]=[CH:12]5)=[CH:3][N:4]=4)[CH:9]=3)=[N:13]2)[CH:20]=[N:21]1. (7) Given the reactants Cl.[C:2]1([CH3:23])[CH:7]=[CH:6][C:5]([C@@H:8]2[NH:14][CH2:13][C:12]3[CH:15]=[CH:16][C:17]([C:19]([O:21][CH3:22])=[O:20])=[CH:18][C:11]=3[O:10][CH2:9]2)=[CH:4][CH:3]=1.CCN(CC)CC.[O:31]1[CH2:36][CH2:35][CH:34]([C:37](O)=[O:38])[CH2:33][CH2:32]1.ClC(Cl)C, predict the reaction product. The product is: [O:31]1[CH2:36][CH2:35][CH:34]([C:37]([N:14]2[CH2:13][C:12]3[CH:15]=[CH:16][C:17]([C:19]([O:21][CH3:22])=[O:20])=[CH:18][C:11]=3[O:10][CH2:9][C@@H:8]2[C:5]2[CH:6]=[CH:7][C:2]([CH3:23])=[CH:3][CH:4]=2)=[O:38])[CH2:33][CH2:32]1.